Dataset: Full USPTO retrosynthesis dataset with 1.9M reactions from patents (1976-2016). Task: Predict the reactants needed to synthesize the given product. (1) Given the product [CH3:20][S:28][C:27]([NH:1][CH2:2][CH2:3][CH2:4][NH:5][C:6](=[O:12])[O:7][C:8]([CH3:9])([CH3:11])[CH3:10])=[S:29], predict the reactants needed to synthesize it. The reactants are: [NH2:1][CH2:2][CH2:3][CH2:4][NH:5][C:6](=[O:12])[O:7][C:8]([CH3:11])([CH3:10])[CH3:9].C(N(CC)CC)C.[CH3:20]I.C(=O)([O-])O.[Na+].[C:27](=[S:29])=[S:28]. (2) Given the product [CH2:1]([N:4]1[CH:8]=[CH:7][N:6]=[C:5]1[C:9]1[S:13][C:12]([C:18]2[CH:23]=[CH:22][N:21]=[C:20]([NH:24][C:25](=[O:27])[CH3:26])[CH:19]=2)=[N:11][C:10]=1[Br:15])[CH:2]=[CH2:3], predict the reactants needed to synthesize it. The reactants are: [CH2:1]([N:4]1[CH:8]=[CH:7][N:6]=[C:5]1[C:9]1[S:13][C:12](Br)=[N:11][C:10]=1[Br:15])[CH:2]=[CH2:3].C[Sn](C)(C)[C:18]1[CH:23]=[CH:22][N:21]=[C:20]([NH:24][C:25](=[O:27])[CH3:26])[CH:19]=1.[Cl-].[Li+]. (3) Given the product [CH3:26][C:22]([S:21][C:18]1[S:17][C:16]([NH:15][C:14]([N:13]([C@H:29]2[CH2:30][CH2:31][C@H:32]([CH3:35])[CH2:33][CH2:34]2)[CH2:12][CH2:11][CH2:10][S:9][C:4]2[CH:3]=[CH:8][C:7]([O:38][C:37]([F:47])([F:46])[F:36])=[CH:6][CH:5]=2)=[O:28])=[N:20][CH:19]=1)([CH3:27])[C:23]([OH:25])=[O:24], predict the reactants needed to synthesize it. The reactants are: CO[C:3]1[CH:8]=[CH:7][CH:6]=[CH:5][C:4]=1[S:9][CH2:10][CH2:11][CH2:12][N:13]([C@H:29]1[CH2:34][CH2:33][C@H:32]([CH3:35])[CH2:31][CH2:30]1)[C:14](=[O:28])[NH:15][C:16]1[S:17][C:18]([S:21][C:22]([CH3:27])([CH3:26])[C:23]([OH:25])=[O:24])=[CH:19][N:20]=1.[F:36][C:37]([F:47])([F:46])[O:38]C1C=CC(S)=CC=1. (4) The reactants are: [CH2:1]([O:8][C:9]1[CH:17]=[CH:16][C:12]([C:13](O)=[O:14])=[CH:11][C:10]=1[C:18]([F:21])([F:20])[F:19])[CH2:2][CH2:3][CH2:4][CH2:5][CH2:6][CH3:7].[H-].COCCO[Al+]OCCOC.C1(C)C=CC=CC=1.[OH-].[Na+]. Given the product [CH2:1]([O:8][C:9]1[CH:17]=[CH:16][C:12]([CH2:13][OH:14])=[CH:11][C:10]=1[C:18]([F:19])([F:20])[F:21])[CH2:2][CH2:3][CH2:4][CH2:5][CH2:6][CH3:7], predict the reactants needed to synthesize it. (5) Given the product [F:16][C:2]([F:1])([F:17])[C:3]1[CH:4]=[CH:5][C:6]([C:9]2[S:13][C:12]([CH2:14][OH:15])=[CH:11][CH:10]=2)=[CH:7][CH:8]=1, predict the reactants needed to synthesize it. The reactants are: [F:1][C:2]([F:17])([F:16])[C:3]1[CH:8]=[CH:7][C:6]([C:9]2[S:13][C:12]([CH:14]=[O:15])=[CH:11][CH:10]=2)=[CH:5][CH:4]=1.[Li+].[BH4-]. (6) The reactants are: [CH3:1][O:2][C:3]1[CH:8]=[CH:7][C:6]([CH2:9][C@H:10]([NH:21][C:22](=[O:37])[C@H:23]([NH:25][C:26]([C@@H:28]2[CH2:36][CH2:35][C:34]3[NH:33][N:32]=[CH:31][C:30]=3[CH2:29]2)=[O:27])[CH3:24])[C:11]([O:13]CC2C=CC=CC=2)=[O:12])=[CH:5][CH:4]=1. Given the product [CH3:1][O:2][C:3]1[CH:8]=[CH:7][C:6]([CH2:9][C@H:10]([NH:21][C:22](=[O:37])[C@H:23]([NH:25][C:26]([C@H:28]2[CH2:36][CH2:35][C:34]3[NH:33][N:32]=[CH:31][C:30]=3[CH2:29]2)=[O:27])[CH3:24])[C:11]([OH:13])=[O:12])=[CH:5][CH:4]=1, predict the reactants needed to synthesize it. (7) The reactants are: [Br:1][C:2]1[CH:3]=[CH:4][C:5]2=[C:6]([CH:18]=1)[NH:7][C:8](=O)[CH2:9][C:10]([C:12]([O:14][CH2:15][CH3:16])=[O:13])=[CH:11]2.COC1C=CC(P2(SP(C3C=CC(OC)=CC=3)(=S)S2)=[S:28])=CC=1. Given the product [Br:1][C:2]1[CH:3]=[CH:4][C:5]2=[C:6]([CH:18]=1)[NH:7][C:8](=[S:28])[CH2:9][C:10]([C:12]([O:14][CH2:15][CH3:16])=[O:13])=[CH:11]2, predict the reactants needed to synthesize it.